Dataset: Reaction yield outcomes from USPTO patents with 853,638 reactions. Task: Predict the reaction yield, written as a fraction of the theoretical maximum amount of product (1.0 means a 100% yield; for example, 0.34 means a 34% yield). (1) The reactants are [F:1][C:2]1[CH:10]=[C:9]2[C:5]([CH:6]=[CH:7][N:8]2[S:11]([C:14]2[CH:19]=[CH:18][C:17]([O:20][CH3:21])=[C:16]([N:22]3[CH2:27][CH2:26][NH:25][CH2:24][CH2:23]3)[CH:15]=2)(=[O:13])=[O:12])=[CH:4][CH:3]=1.[C:28]([BH3-])#N.[Na+].C=O. The catalyst is CO. The product is [F:1][C:2]1[CH:10]=[C:9]2[C:5]([CH:6]=[CH:7][N:8]2[S:11]([C:14]2[CH:19]=[CH:18][C:17]([O:20][CH3:21])=[C:16]([N:22]3[CH2:23][CH2:24][N:25]([CH3:28])[CH2:26][CH2:27]3)[CH:15]=2)(=[O:13])=[O:12])=[CH:4][CH:3]=1. The yield is 0.770. (2) The reactants are [Cl:1][C:2]1[CH:3]=[CH:4][C:5]2[N:11]=[C:10](Cl)[C:9]3=[CH:13][C:14]([CH3:16])=[CH:15][N:8]3[CH2:7][C:6]=2[CH:17]=1.Cl.Cl.[CH3:20][C:21]([CH3:33])([CH2:26][N:27]1[CH2:32][CH2:31][NH:30][CH2:29][CH2:28]1)[C:22]([O:24][CH3:25])=[O:23].C(NC(C)C)(C)C.C(#N)C. The yield is 0.940. The product is [Cl:1][C:2]1[CH:3]=[CH:4][C:5]2[N:11]=[C:10]([N:30]3[CH2:29][CH2:28][N:27]([CH2:26][C:21]([CH3:33])([CH3:20])[C:22]([O:24][CH3:25])=[O:23])[CH2:32][CH2:31]3)[C:9]3=[CH:13][C:14]([CH3:16])=[CH:15][N:8]3[CH2:7][C:6]=2[CH:17]=1. The catalyst is O.C(OCC)(=O)C. (3) The reactants are N12CCCN=C1CCCCC2.Cl.[NH2:13][CH2:14][C:15]1[CH:23]=[CH:22][CH:21]=[C:20]2[C:16]=1[C:17](=[O:33])[N:18]([CH:25]1[CH2:30][CH2:29][C:28](=[O:31])[NH:27][C:26]1=[O:32])[C:19]2=[O:24].[N+](C1C=CC([N:43]([CH:47]2[CH2:51][CH2:50][CH2:49][CH2:48]2)[C:44](=O)[O-:45])=CC=1)([O-])=O. The catalyst is C(#N)C. The product is [O:32]=[C:26]1[CH:25]([N:18]2[C:17](=[O:33])[C:16]3[C:20](=[CH:21][CH:22]=[CH:23][C:15]=3[CH2:14][NH:13][C:44]([NH:43][CH:47]3[CH2:51][CH2:50][CH2:49][CH2:48]3)=[O:45])[C:19]2=[O:24])[CH2:30][CH2:29][C:28](=[O:31])[NH:27]1. The yield is 0.270. (4) The reactants are [CH2:1]([C@@H:3]1[N:12]([C:13](=[O:22])[C:14]2[CH:19]=[CH:18][C:17]([O:20][CH3:21])=[CH:16][CH:15]=2)[C:11]2[C:6](=[CH:7][CH:8]=[C:9]([F:23])[CH:10]=2)[NH:5][C:4]1=[O:24])[CH3:2].[CH2:25]([C@H]1N(C(=O)C2C=CC(OC)=CC=2)C2C(=CC(F)=CC=2)N(C)C1=O)C. No catalyst specified. The product is [CH2:1]([C@@H:3]1[N:12]([C:13](=[O:22])[C:14]2[CH:19]=[CH:18][C:17]([O:20][CH3:21])=[CH:16][CH:15]=2)[C:11]2[C:6](=[CH:7][CH:8]=[C:9]([F:23])[CH:10]=2)[N:5]([CH3:25])[C:4]1=[O:24])[CH3:2]. The yield is 0.830. (5) The reactants are [C:9](O[C:9]([O:11][C:12]([CH3:15])([CH3:14])[CH3:13])=[O:10])([O:11][C:12]([CH3:15])([CH3:14])[CH3:13])=[O:10].[F:16][C:17]1[CH:22]=[CH:21][C:20]([Mg]Br)=[CH:19][C:18]=1[CH3:25]. The catalyst is C1COCC1. The product is [F:16][C:17]1[CH:22]=[CH:21][C:20]([C:9]([O:11][C:12]([CH3:13])([CH3:14])[CH3:15])=[O:10])=[CH:19][C:18]=1[CH3:25]. The yield is 0.940. (6) The reactants are Cl[CH2:2][C@H:3]([OH:13])[CH2:4][C:5]1[CH:10]=[C:9]([Cl:11])[CH:8]=[C:7]([Cl:12])[CH:6]=1.[N-:14]=[N+]=[N-].[Na+].[I-].[Na+].C1(P(C2C=CC=CC=2)C2C=CC=CC=2)C=CC=CC=1. The catalyst is CN(C)C=O.C(OCC)(=O)C.O.ClCCl.C(=O)(O)[O-].[Na+]. The product is [NH2:14][CH2:2][C@H:3]([OH:13])[CH2:4][C:5]1[CH:10]=[C:9]([Cl:11])[CH:8]=[C:7]([Cl:12])[CH:6]=1. The yield is 0.700. (7) The reactants are [CH3:1][S:2](Cl)(=[O:4])=[O:3].[NH2:6][CH2:7][CH2:8][CH:9]([NH:17][C:18](=[O:24])[O:19][C:20]([CH3:23])([CH3:22])[CH3:21])[C:10]1[CH:15]=[CH:14][C:13]([Cl:16])=[CH:12][CH:11]=1.C(N(CC)C(C)C)(C)C. The catalyst is C(Cl)Cl. The product is [Cl:16][C:13]1[CH:14]=[CH:15][C:10]([CH:9]([NH:17][C:18](=[O:24])[O:19][C:20]([CH3:22])([CH3:21])[CH3:23])[CH2:8][CH2:7][NH:6][S:2]([CH3:1])(=[O:4])=[O:3])=[CH:11][CH:12]=1. The yield is 0.719. (8) The reactants are [Br:1][C:2]1[N:7]=[C:6]([CH3:8])[C:5]([F:9])=[CH:4][CH:3]=1.C1C=C(Cl)C=C(C(OO)=[O:18])C=1.C([O-])(O)=O.[Na+].[O-]S([O-])(=S)=O.[Na+].[Na+]. The catalyst is C(Cl)Cl. The product is [Br:1][C:2]1[N+:7]([O-:18])=[C:6]([CH3:8])[C:5]([F:9])=[CH:4][CH:3]=1. The yield is 0.890. (9) The reactants are [CH3:1][N:2]1[CH2:7][CH2:6][C:5](=O)[CH2:4][CH2:3]1.[CH2:9]([N:16]1[CH2:21][CH2:20][CH:19]([NH:22][CH3:23])[CH2:18][CH2:17]1)[C:10]1[CH:15]=[CH:14][CH:13]=[CH:12][CH:11]=1. No catalyst specified. The product is [CH3:23][N:22]([CH:19]1[CH2:18][CH2:17][N:16]([CH2:9][C:10]2[CH:15]=[CH:14][CH:13]=[CH:12][CH:11]=2)[CH2:21][CH2:20]1)[CH:5]1[CH2:6][CH2:7][N:2]([CH3:1])[CH2:3][CH2:4]1. The yield is 0.660.